The task is: Regression. Given two drug SMILES strings and cell line genomic features, predict the synergy score measuring deviation from expected non-interaction effect.. This data is from NCI-60 drug combinations with 297,098 pairs across 59 cell lines. (1) Drug 1: CCC1=CC2CC(C3=C(CN(C2)C1)C4=CC=CC=C4N3)(C5=C(C=C6C(=C5)C78CCN9C7C(C=CC9)(C(C(C8N6C)(C(=O)OC)O)OC(=O)C)CC)OC)C(=O)OC.C(C(C(=O)O)O)(C(=O)O)O. Drug 2: CC1=C(N=C(N=C1N)C(CC(=O)N)NCC(C(=O)N)N)C(=O)NC(C(C2=CN=CN2)OC3C(C(C(C(O3)CO)O)O)OC4C(C(C(C(O4)CO)O)OC(=O)N)O)C(=O)NC(C)C(C(C)C(=O)NC(C(C)O)C(=O)NCCC5=NC(=CS5)C6=NC(=CS6)C(=O)NCCC[S+](C)C)O. Cell line: K-562. Synergy scores: CSS=69.7, Synergy_ZIP=6.30, Synergy_Bliss=9.85, Synergy_Loewe=1.86, Synergy_HSA=6.79. (2) Synergy scores: CSS=5.84, Synergy_ZIP=-3.04, Synergy_Bliss=2.51, Synergy_Loewe=-10.0, Synergy_HSA=1.56. Cell line: NCI-H322M. Drug 1: CNC(=O)C1=CC=CC=C1SC2=CC3=C(C=C2)C(=NN3)C=CC4=CC=CC=N4. Drug 2: CCC1(CC2CC(C3=C(CCN(C2)C1)C4=CC=CC=C4N3)(C5=C(C=C6C(=C5)C78CCN9C7C(C=CC9)(C(C(C8N6C=O)(C(=O)OC)O)OC(=O)C)CC)OC)C(=O)OC)O.OS(=O)(=O)O. (3) Drug 1: C1=CC=C(C(=C1)C(C2=CC=C(C=C2)Cl)C(Cl)Cl)Cl. Drug 2: B(C(CC(C)C)NC(=O)C(CC1=CC=CC=C1)NC(=O)C2=NC=CN=C2)(O)O. Cell line: OVCAR-5. Synergy scores: CSS=17.7, Synergy_ZIP=-0.0250, Synergy_Bliss=0.983, Synergy_Loewe=-29.7, Synergy_HSA=0.414. (4) Drug 1: C1CC(=O)NC(=O)C1N2CC3=C(C2=O)C=CC=C3N. Drug 2: CC1C(C(CC(O1)OC2CC(CC3=C2C(=C4C(=C3O)C(=O)C5=CC=CC=C5C4=O)O)(C(=O)C)O)N)O. Cell line: RPMI-8226. Synergy scores: CSS=25.5, Synergy_ZIP=-4.86, Synergy_Bliss=-9.44, Synergy_Loewe=-18.6, Synergy_HSA=-7.30.